Task: Predict the product of the given reaction.. Dataset: Forward reaction prediction with 1.9M reactions from USPTO patents (1976-2016) Given the reactants C(NC(C)C)(C)C.[Li]CCCC.[Li+].CC([N-]C(C)C)C.[CH2:21]([N:23]([CH2:39][CH3:40])[C:24](=[O:38])[C:25]1[CH:30]=[CH:29][CH:28]=[CH:27][C:26]=1[CH2:31][N:32]1[C:36]([I:37])=[CH:35][N:34]=[CH:33]1)[CH3:22].[C:41]1(=[O:45])[CH2:44][CH2:43][CH2:42]1, predict the reaction product. The product is: [CH2:39]([N:23]([CH2:21][CH3:22])[C:24](=[O:38])[C:25]1[CH:30]=[CH:29][CH:28]=[CH:27][C:26]=1[CH:31]([C:41]1([OH:45])[CH2:44][CH2:43][CH2:42]1)[N:32]1[C:36]([I:37])=[CH:35][N:34]=[CH:33]1)[CH3:40].